From a dataset of Forward reaction prediction with 1.9M reactions from USPTO patents (1976-2016). Predict the product of the given reaction. (1) Given the reactants C([O-])([O-])=O.[K+].[K+].I[CH:8]([CH3:10])[CH3:9].[CH2:11]([O:18][C:19]1[CH:26]=[CH:25][C:22]([CH:23]=[O:24])=[C:21]([OH:27])[CH:20]=1)[C:12]1[CH:17]=[CH:16][CH:15]=[CH:14][CH:13]=1, predict the reaction product. The product is: [CH2:11]([O:18][C:19]1[CH:26]=[CH:25][C:22]([CH:23]=[O:24])=[C:21]([O:27][CH:8]([CH3:10])[CH3:9])[CH:20]=1)[C:12]1[CH:13]=[CH:14][CH:15]=[CH:16][CH:17]=1. (2) Given the reactants [CH:1]1([NH2:4])[CH2:3][CH2:2]1.[CH2:5]([N:12]1[CH:21]=[C:20]([CH2:22][CH2:23][CH2:24][N:25]([CH3:27])[CH3:26])[C:19]2[C:14](=[CH:15][CH:16]=[C:17]([C:28]3[CH:29]=[C:30]([CH:35]=[CH:36][C:37]=3[CH3:38])[C:31](OC)=[O:32])[CH:18]=2)[C:13]1=[O:39])[C:6]1[CH:11]=[CH:10][CH:9]=[CH:8][CH:7]=1.C([Mg]Cl)(C)C, predict the reaction product. The product is: [CH2:5]([N:12]1[CH:21]=[C:20]([CH2:22][CH2:23][CH2:24][N:25]([CH3:27])[CH3:26])[C:19]2[C:14](=[CH:15][CH:16]=[C:17]([C:28]3[CH:29]=[C:30]([CH:35]=[CH:36][C:37]=3[CH3:38])[C:31]([NH:4][CH:1]3[CH2:3][CH2:2]3)=[O:32])[CH:18]=2)[C:13]1=[O:39])[C:6]1[CH:11]=[CH:10][CH:9]=[CH:8][CH:7]=1.